This data is from Full USPTO retrosynthesis dataset with 1.9M reactions from patents (1976-2016). The task is: Predict the reactants needed to synthesize the given product. Given the product [NH2:15][C:16]1[N:32]=[C:19]2[CH:20]=[CH:21][CH:22]=[C:23]([CH2:24][N:25]3[CH2:30][CH2:29][NH:28][C:27](=[O:31])[CH2:26]3)[N:18]2[N:17]=1, predict the reactants needed to synthesize it. The reactants are: FC(F)(F)C(O)=O.C(OC([N:15](C(OC(C)(C)C)=O)[C:16]1[N:32]=[C:19]2[CH:20]=[CH:21][CH:22]=[C:23]([CH2:24][N:25]3[CH2:30][CH2:29][NH:28][C:27](=[O:31])[CH2:26]3)[N:18]2[N:17]=1)=O)(C)(C)C.